Dataset: NCI-60 drug combinations with 297,098 pairs across 59 cell lines. Task: Regression. Given two drug SMILES strings and cell line genomic features, predict the synergy score measuring deviation from expected non-interaction effect. (1) Drug 1: CC1=C(C=C(C=C1)C(=O)NC2=CC(=CC(=C2)C(F)(F)F)N3C=C(N=C3)C)NC4=NC=CC(=N4)C5=CN=CC=C5. Drug 2: C1=NC(=NC(=O)N1C2C(C(C(O2)CO)O)O)N. Cell line: RXF 393. Synergy scores: CSS=19.3, Synergy_ZIP=-2.82, Synergy_Bliss=0.0542, Synergy_Loewe=-8.33, Synergy_HSA=-4.39. (2) Drug 1: CC1=C(C=C(C=C1)NC2=NC=CC(=N2)N(C)C3=CC4=NN(C(=C4C=C3)C)C)S(=O)(=O)N.Cl. Drug 2: CN1C2=C(C=C(C=C2)N(CCCl)CCCl)N=C1CCCC(=O)O.Cl. Cell line: OVCAR-8. Synergy scores: CSS=12.8, Synergy_ZIP=0.501, Synergy_Bliss=4.57, Synergy_Loewe=4.17, Synergy_HSA=4.36.